From a dataset of Catalyst prediction with 721,799 reactions and 888 catalyst types from USPTO. Predict which catalyst facilitates the given reaction. (1) Reactant: P(Br)(Br)[Br:2].[Br:5][C:6]1[CH:11]=[C:10]([F:12])[C:9]([O:13][CH3:14])=[CH:8][C:7]=1[CH2:15]O. Product: [Br:5][C:6]1[CH:11]=[C:10]([F:12])[C:9]([O:13][CH3:14])=[CH:8][C:7]=1[CH2:15][Br:2]. The catalyst class is: 2. (2) Product: [Cl:6][C:7]1[C:8]([F:33])=[C:9]([CH:30]=[CH:31][CH:32]=1)[NH:10][C:11]1[C:20]2[C:15](=[CH:16][C:17]([O:28][CH3:29])=[C:18]([O:21][CH:22]3[CH2:27][CH2:26][CH2:25][N:24]([S:2]([CH3:1])(=[O:4])=[O:3])[CH2:23]3)[CH:19]=2)[N:14]=[CH:13][N:12]=1. Reactant: [CH3:1][S:2](Cl)(=[O:4])=[O:3].[Cl:6][C:7]1[C:8]([F:33])=[C:9]([CH:30]=[CH:31][CH:32]=1)[NH:10][C:11]1[C:20]2[C:15](=[CH:16][C:17]([O:28][CH3:29])=[C:18]([O:21][CH:22]3[CH2:27][CH2:26][CH2:25][NH:24][CH2:23]3)[CH:19]=2)[N:14]=[CH:13][N:12]=1.C(N(C(C)C)CC)(C)C. The catalyst class is: 2. (3) Reactant: [O:1]1[CH:5]=[CH:4][CH:3]=[C:2]1[C:6]1[N:11]=[C:10]([NH2:12])[C:9]([NH2:13])=[CH:8][C:7]=1[C:14]1[CH:19]=[CH:18][N:17]=[C:16]([S:20][CH3:21])[N:15]=1.[CH2:22](OC(OCC)OCC)C. Product: [O:1]1[CH:5]=[CH:4][CH:3]=[C:2]1[C:6]1[N:11]=[C:10]2[NH:12][CH:22]=[N:13][C:9]2=[CH:8][C:7]=1[C:14]1[CH:19]=[CH:18][N:17]=[C:16]([S:20][CH3:21])[N:15]=1. The catalyst class is: 6. (4) Reactant: [F:1][CH:2]([F:30])[CH2:3][O:4][C:5]1[C:27]([O:28][CH3:29])=[CH:26][C:8]2[C:9]3[N:14]([CH:15]([CH:17]([CH3:19])[CH3:18])[CH2:16][C:7]=2[CH:6]=1)[CH:13]=[C:12]([C:20]([O:22]CC)=[O:21])[C:11](=[O:25])[CH:10]=3.CO.O[Li].O. Product: [F:30][CH:2]([F:1])[CH2:3][O:4][C:5]1[C:27]([O:28][CH3:29])=[CH:26][C:8]2[C:9]3[N:14]([CH:15]([CH:17]([CH3:19])[CH3:18])[CH2:16][C:7]=2[CH:6]=1)[CH:13]=[C:12]([C:20]([OH:22])=[O:21])[C:11](=[O:25])[CH:10]=3. The catalyst class is: 6. (5) Reactant: [CH3:1][O:2][C:3]1([C:13]([F:16])([F:15])[F:14])[CH2:12][CH2:11][C:6]2(OCC[O:7]2)[CH2:5][CH2:4]1.O.C1(C)C=CC(S(O)(=O)=O)=CC=1. Product: [CH3:1][O:2][C:3]1([C:13]([F:14])([F:15])[F:16])[CH2:4][CH2:5][C:6](=[O:7])[CH2:11][CH2:12]1. The catalyst class is: 95. (6) Product: [Cl:1][C:2]1[CH:3]=[CH:4][C:5]2[N:6]([CH2:23][C:24]([O:26][CH3:27])=[O:25])[CH2:7][N:8]3[C:16]4[CH:15]=[CH:14][CH:13]=[C:12]([F:17])[C:11]=4[CH:10]=[C:9]3[C:18]=2[N:19]=1. The catalyst class is: 1. Reactant: [Cl:1][C:2]1[CH:3]=[CH:4][C:5]2[NH:6][CH2:7][N:8]3[C:16]4[CH:15]=[CH:14][CH:13]=[C:12]([F:17])[C:11]=4[CH:10]=[C:9]3[C:18]=2[N:19]=1.[H-].[Na+].I[CH2:23][C:24]([O:26][CH3:27])=[O:25].O. (7) Product: [CH2:14]([O:21][CH2:22][CH2:23][CH2:24][CH2:25][CH2:26][C:27]1[CH2:44][C@@:42]2([CH3:43])[C@@H:38]([CH2:39][CH2:40][C@@H:41]2[O:45][Si:6]([C:9]([CH3:12])([CH3:11])[CH3:10])([CH3:8])[CH3:7])[C@@:37]2([CH:46]=[O:47])[C:28]=1[C:29]1[CH:30]=[CH:31][C:32]([O:48][CH3:49])=[CH:33][C:34]=1[CH2:35][CH2:36]2)[C:15]1[CH:16]=[CH:17][CH:18]=[CH:19][CH:20]=1. Reactant: N1C=CN=C1.[Si:6](Cl)([C:9]([CH3:12])([CH3:11])[CH3:10])([CH3:8])[CH3:7].[CH2:14]([O:21][CH2:22][CH2:23][CH2:24][CH2:25][CH2:26][C:27]1[CH2:44][C@@:42]2([CH3:43])[C@@H:38]([CH2:39][CH2:40][C@@H:41]2[OH:45])[C@@:37]2([CH:46]=[O:47])[C:28]=1[C:29]1[CH:30]=[CH:31][C:32]([O:48][CH3:49])=[CH:33][C:34]=1[CH2:35][CH2:36]2)[C:15]1[CH:20]=[CH:19][CH:18]=[CH:17][CH:16]=1.O. The catalyst class is: 9.